From a dataset of Full USPTO retrosynthesis dataset with 1.9M reactions from patents (1976-2016). Predict the reactants needed to synthesize the given product. (1) Given the product [OH:17][CH2:16][C@@H:14]1[C@H:13]([OH:18])[C@H:12]([OH:19])[C@H:11]([N:10]2[CH:9]=[N:8][C:4]3[C:3]2=[N:2][CH:1]=[N:6][C:5]=3[NH:20][CH:21]2[CH2:25][CH2:24][O:23][CH2:22]2)[O:15]1, predict the reactants needed to synthesize it. The reactants are: [CH:1]1[N:6]=[C:5](Cl)[C:4]2[N:8]=[CH:9][N:10]([C@@H:11]3[O:15][C@H:14]([CH2:16][OH:17])[C@@H:13]([OH:18])[C@H:12]3[OH:19])[C:3]=2[N:2]=1.[NH2:20][CH:21]1[CH2:25][CH2:24][O:23][CH2:22]1.C(N(CC)CC)C. (2) Given the product [CH2:1]([C:3]1[NH:4][C:5]2=[C:8]([C:9]#[N:10])[C:16]([CH3:18])=[C:15]([C:19]3[CH:24]=[CH:23][CH:22]=[CH:21][CH:20]=3)[C:14](=[O:13])[N:6]2[N:7]=1)[CH3:2], predict the reactants needed to synthesize it. The reactants are: [CH2:1]([C:3]1[NH:4][C:5]([CH2:8][C:9]#[N:10])=[N:6][N:7]=1)[CH3:2].C([O:13][C:14](=O)[CH:15]([C:19]1[CH:24]=[CH:23][CH:22]=[CH:21][CH:20]=1)[C:16]([CH3:18])=O)C.C([O-])(=O)C.[NH4+]. (3) Given the product [F:25][C:23]1[CH:24]=[C:19]([S:16]([NH:15][CH:5]([CH2:4][OH:3])[CH:6]([C:7]([F:10])([F:8])[F:9])[C:11]([F:12])([F:13])[F:14])(=[O:17])=[O:18])[CH:20]=[C:21]([F:27])[C:22]=1[F:26], predict the reactants needed to synthesize it. The reactants are: C([O:3][C:4](=O)[CH:5]([NH:15][S:16]([C:19]1[CH:24]=[C:23]([F:25])[C:22]([F:26])=[C:21]([F:27])[CH:20]=1)(=[O:18])=[O:17])[CH:6]([C:11]([F:14])([F:13])[F:12])[C:7]([F:10])([F:9])[F:8])C.[Li+].[BH4-].